Dataset: Forward reaction prediction with 1.9M reactions from USPTO patents (1976-2016). Task: Predict the product of the given reaction. (1) Given the reactants [F:1][C:2]1[CH:9]=[CH:8][C:5]([C:6]#N)=[CH:4][CH:3]=1.[CH2:10]([Mg]Cl)[CH:11]([CH3:13])[CH3:12].[OH:16]S(O)(=O)=O, predict the reaction product. The product is: [F:1][C:2]1[CH:9]=[CH:8][C:5]([C:6](=[O:16])[CH2:10][CH:11]([CH3:13])[CH3:12])=[CH:4][CH:3]=1. (2) Given the reactants [CH:1]1([CH:7]([NH:32][CH:33]=[O:34])[CH:8]([C:25]2[CH:30]=[CH:29][CH:28]=[CH:27][C:26]=2[F:31])[CH2:9][CH2:10][N:11]2[CH2:16][CH2:15][N:14]([C:17]3[CH:22]=[CH:21][CH:20]=[CH:19][C:18]=3[O:23][CH3:24])[CH2:13][CH2:12]2)[CH2:6][CH2:5][CH2:4][CH2:3][CH2:2]1.[C:35]([O-])([O-])=[O:36].[K+].[K+], predict the reaction product. The product is: [CH:1]1([CH:7]([NH:32][CH:33]=[O:34])[CH:8]([C:25]2[CH:30]=[CH:29][CH:28]=[CH:27][C:26]=2[F:31])[CH2:9][CH2:10][N:11]2[CH2:12][CH2:13][N:14]([C:17]3[C:18]4[O:23][CH2:24][CH2:35][O:36][C:19]=4[CH:20]=[CH:21][CH:22]=3)[CH2:15][CH2:16]2)[CH2:2][CH2:3][CH2:4][CH2:5][CH2:6]1. (3) Given the reactants [CH3:1][C:2]([CH3:49])([CH2:45][CH2:46][CH2:47][CH3:48])[C:3]([NH:5][CH2:6][CH:7]1[O:11][C:10]([CH3:13])([CH3:12])[N:9]([C:14]([O:16][C:17]([CH3:20])([CH3:19])[CH3:18])=[O:15])[C@H:8]1[CH2:21][C@H:22]([CH:26]([C:31]1[CH:36]=[CH:35][C:34]([CH2:37][CH3:38])=[C:33]([O:39][CH2:40][CH2:41][CH2:42][O:43][CH3:44])[CH:32]=1)OC(=O)C)[CH:23]([CH3:25])[CH3:24])=[O:4], predict the reaction product. The product is: [CH3:49][C:2]([CH3:1])([CH2:45][CH2:46][CH2:47][CH3:48])[C:3]([NH:5][CH2:6][C@@H:7]1[O:11][C:10]([CH3:12])([CH3:13])[N:9]([C:14]([O:16][C:17]([CH3:18])([CH3:19])[CH3:20])=[O:15])[C@H:8]1[CH2:21][C@H:22]([CH2:26][C:31]1[CH:36]=[CH:35][C:34]([CH2:37][CH3:38])=[C:33]([O:39][CH2:40][CH2:41][CH2:42][O:43][CH3:44])[CH:32]=1)[CH:23]([CH3:25])[CH3:24])=[O:4].[CH3:49][C:2]([CH3:1])([CH2:45][CH2:46][CH2:47][CH3:48])[C:3]([NH:5][CH2:6][C@H:7]1[O:11][C:10]([CH3:12])([CH3:13])[N:9]([C:14]([O:16][C:17]([CH3:18])([CH3:19])[CH3:20])=[O:15])[C@H:8]1[CH2:21][C@H:22]([CH2:26][C:31]1[CH:36]=[CH:35][C:34]([CH2:37][CH3:38])=[C:33]([O:39][CH2:40][CH2:41][CH2:42][O:43][CH3:44])[CH:32]=1)[CH:23]([CH3:25])[CH3:24])=[O:4]. (4) Given the reactants C(NC(C)C)(C)C.[Li]CCCC.[SH:13][C:14]1[S:15][CH:16]=[CH:17][N:18]=1.[F:19][C:20]([F:26])([F:25])[C:21](=[O:24])[CH2:22][CH3:23], predict the reaction product. The product is: [F:19][C:20]([F:26])([F:25])[C:21]([C:16]1[S:15][C:14]([SH:13])=[N:18][CH:17]=1)([OH:24])[CH2:22][CH3:23].